This data is from Full USPTO retrosynthesis dataset with 1.9M reactions from patents (1976-2016). The task is: Predict the reactants needed to synthesize the given product. (1) Given the product [CH3:44][C:41]1([CH3:45])[CH2:42][CH2:43][C:38]([C:16]2[CH:15]=[C:14]([CH:11]3[CH2:10][CH2:9][NH:8][CH2:13][CH2:12]3)[CH:19]=[CH:18][C:17]=2[NH:20][C:21]([C:23]2[NH:24][CH:25]=[C:26]([C:28]#[N:29])[N:27]=2)=[O:22])=[CH:39][CH2:40]1, predict the reactants needed to synthesize it. The reactants are: C(OC([N:8]1[CH2:13][CH2:12][CH:11]([C:14]2[CH:19]=[CH:18][C:17]([NH:20][C:21]([C:23]3[N:24](COCC[Si](C)(C)C)[CH:25]=[C:26]([C:28]#[N:29])[N:27]=3)=[O:22])=[C:16]([C:38]3[CH2:43][CH2:42][C:41]([CH3:45])([CH3:44])[CH2:40][CH:39]=3)[CH:15]=2)[CH2:10][CH2:9]1)=O)(C)(C)C.CO.C(O)(C(F)(F)F)=O. (2) Given the product [NH2:14][CH2:13][CH:12]1[CH2:11][CH2:10][N:15]([C:10]2[CH:11]=[CH:12][C:13]3[N:14]([C:16]([C:19]4[CH:24]=[CH:23][CH:22]=[C:21]([O:25][C:26]([F:27])([F:28])[F:29])[CH:20]=4)=[CH:17][N:18]=3)[N:15]=2)[C:37](=[O:38])[CH2:39]1, predict the reactants needed to synthesize it. The reactants are: O=C1CC(CN[C:10]2[CH:11]=[CH:12][C:13]3[N:14]([C:16]([C:19]4[CH:24]=[CH:23][CH:22]=[C:21]([O:25][C:26]([F:29])([F:28])[F:27])[CH:20]=4)=[CH:17][N:18]=3)[N:15]=2)CCN1C(OC(C)(C)C)=O.[C:37](O)([C:39](F)(F)F)=[O:38]. (3) Given the product [N:23]1([CH2:2][CH2:3][CH2:4][N:5]2[C:13]3[C:8](=[CH:9][CH:10]=[CH:11][CH:12]=3)[C:7]3[CH2:14][CH2:15][O:16][C:17]4[CH:22]=[CH:21][CH:20]=[CH:19][C:18]=4[C:6]2=3)[CH2:28][CH2:27][CH2:26][CH2:25][CH2:24]1, predict the reactants needed to synthesize it. The reactants are: Cl[CH2:2][CH2:3][CH2:4][N:5]1[C:13]2[C:8](=[CH:9][CH:10]=[CH:11][CH:12]=2)[C:7]2[CH2:14][CH2:15][O:16][C:17]3[CH:22]=[CH:21][CH:20]=[CH:19][C:18]=3[C:6]1=2.[NH:23]1[CH2:28][CH2:27][CH2:26][CH2:25][CH2:24]1. (4) Given the product [CH2:33]([O:32][C:30](=[O:31])[CH2:29][O:9][C:8]1[CH:7]=[CH:6][C:5]([C:10]2[CH:11]=[C:12]3[C:16](=[CH:17][CH:18]=2)[C:15](=[O:19])[CH2:14][CH2:13]3)=[CH:4][C:3]=1[CH2:1][CH3:2])[CH3:34], predict the reactants needed to synthesize it. The reactants are: [CH2:1]([C:3]1[CH:4]=[C:5]([C:10]2[CH:11]=[C:12]3[C:16](=[CH:17][CH:18]=2)[C:15](=[O:19])[CH2:14][CH2:13]3)[CH:6]=[CH:7][C:8]=1[OH:9])[CH3:2].[Li+].CC([N-]C(C)C)C.Br[CH2:29][C:30]([O:32][CH2:33][CH3:34])=[O:31]. (5) Given the product [N:57]1[CH:58]=[CH:59][CH:60]=[C:55]([C:53]2[CH:52]=[CH:51][N:50]=[C:49]([NH:48][C:43]3[CH:42]=[C:41]([NH:40][C:38]([C:36]4[CH:35]=[CH:34][N:3]=[C:2]([Cl:1])[CH:30]=4)=[O:39])[CH:46]=[CH:45][C:44]=3[CH3:47])[N:54]=2)[CH:56]=1, predict the reactants needed to synthesize it. The reactants are: [Cl:1][C:2]1[CH:30]=CC(C(NC2C=CC(C)=C(NC3N=C(C4C=NC=CC=4)C=CN=3)C=2)=O)=C[N:3]=1.C(C1O[C:36]([C:38]([NH:40][C:41]2[CH:46]=[CH:45][C:44]([CH3:47])=[C:43]([NH:48][C:49]3[N:54]=[C:53]([C:55]4[CH:56]=[N:57][CH:58]=[CH:59][CH:60]=4)[CH:52]=[CH:51][N:50]=3)[CH:42]=2)=[O:39])=[CH:35][CH:34]=1)=O.BrC1C=NC=C(C=1)C(NC1C=CC(C)=C(NC2N=C(C3C=NC=CC=3)C=CN=2)C=1)=O. (6) Given the product [P:1]([O-:39])([O-:40])([O:3][CH:4]([N:6]1[C:10]2=[N:11][CH:12]=[C:13]([C:15]3[CH:20]=[CH:19][C:18]([Cl:21])=[CH:17][CH:16]=3)[CH:14]=[C:9]2[C:8]([C:22](=[O:38])[C:23]2[C:28]([F:29])=[CH:27][CH:26]=[C:25]([NH:30][S:31]([CH2:34][CH2:35][CH3:36])(=[O:33])=[O:32])[C:24]=2[F:37])=[CH:7]1)[CH3:5])=[O:2].[Na+:42].[Na+:42], predict the reactants needed to synthesize it. The reactants are: [P:1]([OH:40])([OH:39])([O:3][CH:4]([N:6]1[C:10]2=[N:11][CH:12]=[C:13]([C:15]3[CH:20]=[CH:19][C:18]([Cl:21])=[CH:17][CH:16]=3)[CH:14]=[C:9]2[C:8]([C:22](=[O:38])[C:23]2[C:28]([F:29])=[CH:27][CH:26]=[C:25]([NH:30][S:31]([CH2:34][CH2:35][CH3:36])(=[O:33])=[O:32])[C:24]=2[F:37])=[CH:7]1)[CH3:5])=[O:2].[OH-].[Na+:42].